This data is from Catalyst prediction with 721,799 reactions and 888 catalyst types from USPTO. The task is: Predict which catalyst facilitates the given reaction. (1) Reactant: [H-].[Na+].[Br:3][C:4]1[CH:15]=[CH:14][C:7]([CH2:8][O:9][CH2:10][C@H:11]([OH:13])[CH3:12])=[CH:6][CH:5]=1.[CH2:16](I)[CH3:17].[NH4+].[Cl-]. Product: [Br:3][C:4]1[CH:5]=[CH:6][C:7]([CH2:8][O:9][CH2:10][C@H:11]([O:13][CH2:16][CH3:17])[CH3:12])=[CH:14][CH:15]=1. The catalyst class is: 3. (2) Reactant: ClC1C=CC=C(C(OO)=[O:9])C=1.[CH3:12][C:13]([CH3:28])=[CH:14][C:15]([NH:17][CH2:18][C:19]1[CH:24]=[CH:23][CH:22]=[CH:21][C:20]=1[N+:25]([O-:27])=[O:26])=[O:16].C(Cl)(Cl)Cl.C(=O)([O-])O.[Na+]. Product: [CH3:12][C:13]1([CH3:28])[O:9][CH:14]1[C:15]([NH:17][CH2:18][C:19]1[CH:24]=[CH:23][CH:22]=[CH:21][C:20]=1[N+:25]([O-:27])=[O:26])=[O:16]. The catalyst class is: 4.